This data is from Full USPTO retrosynthesis dataset with 1.9M reactions from patents (1976-2016). The task is: Predict the reactants needed to synthesize the given product. Given the product [NH2:1][CH2:4][C:5]1[CH:19]=[C:18]([Cl:20])[CH:17]=[CH:16][C:6]=1[CH2:7][NH:8][C:9](=[O:15])[O:10][C:11]([CH3:14])([CH3:13])[CH3:12], predict the reactants needed to synthesize it. The reactants are: [N:1]([CH2:4][C:5]1[CH:19]=[C:18]([Cl:20])[CH:17]=[CH:16][C:6]=1[CH2:7][NH:8][C:9](=[O:15])[O:10][C:11]([CH3:14])([CH3:13])[CH3:12])=[N+]=[N-].C1(P(C2C=CC=CC=2)C2C=CC=CC=2)C=CC=CC=1.